From a dataset of Peptide-MHC class II binding affinity with 134,281 pairs from IEDB. Regression. Given a peptide amino acid sequence and an MHC pseudo amino acid sequence, predict their binding affinity value. This is MHC class II binding data. (1) The peptide sequence is NPKNFQTMPGTFQTT. The MHC is DRB1_1101 with pseudo-sequence DRB1_1101. The binding affinity (normalized) is 0.588. (2) The peptide sequence is VLTLGAAMVEIALGGKK. The MHC is DRB3_0101 with pseudo-sequence DRB3_0101. The binding affinity (normalized) is 0. (3) The peptide sequence is PGESRHTSDHMSIYK. The MHC is HLA-DQA10501-DQB10301 with pseudo-sequence HLA-DQA10501-DQB10301. The binding affinity (normalized) is 0.169. (4) The peptide sequence is AAATAGTTVYGAFAN. The MHC is HLA-DQA10501-DQB10301 with pseudo-sequence HLA-DQA10501-DQB10301. The binding affinity (normalized) is 0.613. (5) The peptide sequence is AFKVAYTAANAAPAN. The MHC is HLA-DPA10103-DPB10301 with pseudo-sequence HLA-DPA10103-DPB10301. The binding affinity (normalized) is 0.724.